Dataset: Forward reaction prediction with 1.9M reactions from USPTO patents (1976-2016). Task: Predict the product of the given reaction. (1) Given the reactants [NH2:1][C@@H:2]([CH2:6][C:7]1[CH:12]=[CH:11][C:10]([C:13]2[CH:18]=[C:17]([O:19][C@H:20]([C:25]3[CH:30]=[CH:29][C:28]([C:31]4[CH:36]=[CH:35][CH:34]=[C:33]([O:37][CH3:38])[CH:32]=4)=[CH:27][CH:26]=3)[C:21]([F:24])([F:23])[F:22])[N:16]=[C:15]([NH2:39])[N:14]=2)=[CH:9][CH:8]=1)[C:3]([O-:5])=[O:4].[CH3:40][C:41]1[CH:42]=[CH:43][C:44]([S:47]([OH:50])(=[O:49])=[O:48])=[CH:45][CH:46]=1.O.C(#N)C, predict the reaction product. The product is: [S:47]([C:44]1[CH:45]=[CH:46][C:41]([CH3:40])=[CH:42][CH:43]=1)([OH:50])(=[O:49])=[O:48].[NH2:1][C@@H:2]([CH2:6][C:7]1[CH:8]=[CH:9][C:10]([C:13]2[CH:18]=[C:17]([O:19][C@H:20]([C:25]3[CH:30]=[CH:29][C:28]([C:31]4[CH:36]=[CH:35][CH:34]=[C:33]([O:37][CH3:38])[CH:32]=4)=[CH:27][CH:26]=3)[C:21]([F:22])([F:24])[F:23])[N:16]=[C:15]([NH2:39])[N:14]=2)=[CH:11][CH:12]=1)[C:3]([OH:5])=[O:4]. (2) Given the reactants C([Li])CCC.C(NC(C)C)(C)C.[Li+].CC([N-]C(C)C)C.[Br:21][C:22]1[CH:27]=[C:26]([F:28])[C:25]([O:29][C:30](=[O:35])[C:31]([CH3:34])([CH3:33])[CH3:32])=[C:24]([F:36])[CH:23]=1.CN([CH:40]=[O:41])C, predict the reaction product. The product is: [Br:21][C:22]1[CH:23]=[C:24]([F:36])[C:25]([O:29][C:30](=[O:35])[C:31]([CH3:32])([CH3:33])[CH3:34])=[C:26]([F:28])[C:27]=1[CH:40]=[O:41].